Dataset: NCI-60 drug combinations with 297,098 pairs across 59 cell lines. Task: Regression. Given two drug SMILES strings and cell line genomic features, predict the synergy score measuring deviation from expected non-interaction effect. (1) Drug 1: CC1=C(C=C(C=C1)C(=O)NC2=CC(=CC(=C2)C(F)(F)F)N3C=C(N=C3)C)NC4=NC=CC(=N4)C5=CN=CC=C5. Drug 2: CC1=C(C(=O)C2=C(C1=O)N3CC4C(C3(C2COC(=O)N)OC)N4)N. Cell line: NCI-H522. Synergy scores: CSS=37.0, Synergy_ZIP=-2.17, Synergy_Bliss=0.582, Synergy_Loewe=-22.6, Synergy_HSA=-1.42. (2) Drug 1: C1=CC(=CC=C1CCCC(=O)O)N(CCCl)CCCl. Drug 2: N.N.Cl[Pt+2]Cl. Cell line: COLO 205. Synergy scores: CSS=24.9, Synergy_ZIP=3.08, Synergy_Bliss=1.09, Synergy_Loewe=-5.97, Synergy_HSA=-4.24.